From a dataset of Full USPTO retrosynthesis dataset with 1.9M reactions from patents (1976-2016). Predict the reactants needed to synthesize the given product. (1) Given the product [CH:16]([O:19][C:20]([N:22]1[CH2:23][CH2:24][CH:25]([O:28][C:2]2[CH:7]=[C:6]([Cl:8])[N:5]=[C:4]([CH3:9])[N:3]=2)[CH2:26][CH2:27]1)=[O:21])([CH3:18])[CH3:17], predict the reactants needed to synthesize it. The reactants are: Cl[C:2]1[CH:7]=[C:6]([Cl:8])[N:5]=[C:4]([CH3:9])[N:3]=1.C(O[K])(C)(C)C.[CH:16]([O:19][C:20]([N:22]1[CH2:27][CH2:26][CH:25]([OH:28])[CH2:24][CH2:23]1)=[O:21])([CH3:18])[CH3:17]. (2) The reactants are: C(N(C(C)C)CC)(C)C.[Cl:10][C:11]1[CH:12]=[CH:13][C:14]2[N:19]=[C:18]([C:20]3[C:29]4[C:24](=[CH:25][CH:26]=[CH:27][CH:28]=4)[CH:23]=[CH:22][CH:21]=3)[O:17][C:16](=[O:30])[C:15]=2[CH:31]=1.[NH2:32][C:33]1([CH2:38][OH:39])[CH2:37][CH2:36][CH2:35][CH2:34]1. Given the product [Cl:10][C:11]1[CH:12]=[CH:13][C:14]([NH:19][C:18]([C:20]2[C:29]3[C:24](=[CH:25][CH:26]=[CH:27][CH:28]=3)[CH:23]=[CH:22][CH:21]=2)=[O:17])=[C:15]([C:16]([NH:32][C:33]2([CH2:38][OH:39])[CH2:37][CH2:36][CH2:35][CH2:34]2)=[O:30])[CH:31]=1, predict the reactants needed to synthesize it. (3) Given the product [CH:2]([N:5]1[CH2:10][CH2:9][CH:8]([NH:11][C:12]([C:14]2[N:27]([CH2:28][C:29]3[CH:33]=[C:32]([C:34]4[S:35][C:36]([Cl:39])=[CH:37][CH:38]=4)[O:31][N:30]=3)[C:17]3=[CH:18][N:19]=[C:20]([O:22][CH2:23][CH2:24][OH:25])[CH:21]=[C:16]3[CH:15]=2)=[O:13])[CH2:7][CH2:6]1)([CH3:4])[CH3:3], predict the reactants needed to synthesize it. The reactants are: Cl.[CH:2]([N:5]1[CH2:10][CH2:9][CH:8]([NH:11][C:12]([C:14]2[N:27]([CH2:28][C:29]3[CH:33]=[C:32]([C:34]4[S:35][C:36]([Cl:39])=[CH:37][CH:38]=4)[O:31][N:30]=3)[C:17]3=[CH:18][N:19]=[C:20]([O:22][CH2:23][CH2:24][O:25]C)[CH:21]=[C:16]3[CH:15]=2)=[O:13])[CH2:7][CH2:6]1)([CH3:4])[CH3:3].B(Br)(Br)Br.Cl. (4) Given the product [C:1]1([C:7]#[C:8][C:12]2[CH:17]=[CH:16][CH:15]=[CH:14][CH:13]=2)[CH:6]=[CH:5][CH:4]=[CH:3][CH:2]=1, predict the reactants needed to synthesize it. The reactants are: [C:1]1([C:7]#[C:8][Mg]Br)[CH:6]=[CH:5][CH:4]=[CH:3][CH:2]=1.C(#N)[C:12]1[CH:17]=[CH:16][CH:15]=[CH:14][CH:13]=1.CCCCCCCCCCCCC. (5) Given the product [CH3:1][O:2][C:3]1[CH:4]=[CH:5][CH:6]=[C:7]2[C:11]=1[CH:10]([NH:12][C:13]1[CH:22]=[CH:21][C:20]3[C:15](=[CH:16][CH:17]=[C:18]([NH:23][C:31]([CH:28]4[CH2:29][CH2:30][N:25]([CH3:24])[CH2:26][CH2:27]4)=[O:32])[CH:19]=3)[N:14]=1)[CH2:9][CH2:8]2, predict the reactants needed to synthesize it. The reactants are: [CH3:1][O:2][C:3]1[CH:4]=[CH:5][CH:6]=[C:7]2[C:11]=1[CH:10]([NH:12][C:13]1[CH:22]=[CH:21][C:20]3[C:15](=[CH:16][CH:17]=[C:18]([NH2:23])[CH:19]=3)[N:14]=1)[CH2:9][CH2:8]2.[CH3:24][N:25]1[CH2:30][CH2:29][CH:28]([C:31](O)=[O:32])[CH2:27][CH2:26]1. (6) Given the product [CH3:25][O:26][C:27](=[O:28])[C:29]1[CH:34]=[CH:33][C:32]([O:8][C:6]2[CH:5]=[CH:4][C:3]([CH:9]([CH3:24])[C:10]([OH:15])([C:16]3[CH:17]=[CH:18][C:19](=[O:23])[N:20]([CH3:22])[CH:21]=3)[C:11]([F:13])([F:14])[F:12])=[C:2]([Cl:1])[CH:7]=2)=[CH:31][CH:30]=1, predict the reactants needed to synthesize it. The reactants are: [Cl:1][C:2]1[CH:7]=[C:6]([OH:8])[CH:5]=[CH:4][C:3]=1[CH:9]([CH3:24])[C:10]([C:16]1[CH:17]=[CH:18][C:19](=[O:23])[N:20]([CH3:22])[CH:21]=1)([OH:15])[C:11]([F:14])([F:13])[F:12].[CH3:25][O:26][C:27]([C:29]1[CH:34]=[CH:33][C:32](B(O)O)=[CH:31][CH:30]=1)=[O:28].N1C=CC=CC=1.